Dataset: Peptide-MHC class II binding affinity with 134,281 pairs from IEDB. Task: Regression. Given a peptide amino acid sequence and an MHC pseudo amino acid sequence, predict their binding affinity value. This is MHC class II binding data. (1) The peptide sequence is WKSDMSKLLNLKSDL. The MHC is DRB1_0701 with pseudo-sequence DRB1_0701. The binding affinity (normalized) is 0.581. (2) The peptide sequence is DLQMVIAGAKSKFPR. The MHC is DRB1_1302 with pseudo-sequence DRB1_1302. The binding affinity (normalized) is 0.232. (3) The peptide sequence is AFKVAATAANAAPAF. The MHC is DRB1_0701 with pseudo-sequence DRB1_0701. The binding affinity (normalized) is 0.756. (4) The peptide sequence is MLIESNLAGSNDNFL. The MHC is DRB1_0101 with pseudo-sequence DRB1_0101. The binding affinity (normalized) is 0.741. (5) The peptide sequence is LHDLKIAIANIIDEI. The MHC is DRB1_1302 with pseudo-sequence DRB1_1302. The binding affinity (normalized) is 1.00. (6) The peptide sequence is EEDIEIIPPIQEEEY. The MHC is HLA-DQA10301-DQB10301 with pseudo-sequence HLA-DQA10301-DQB10301. The binding affinity (normalized) is 0. (7) The peptide sequence is DPWTIYAIGGSSNPT. The MHC is HLA-DPA10301-DPB10402 with pseudo-sequence HLA-DPA10301-DPB10402. The binding affinity (normalized) is 0.172.